This data is from Catalyst prediction with 721,799 reactions and 888 catalyst types from USPTO. The task is: Predict which catalyst facilitates the given reaction. (1) Reactant: [CH3:1][CH:2]([CH3:36])[CH:3]([NH:8][C:9]([C:11]1[O:15][N:14]=[C:13]([C:16]2[CH:21]=[CH:20][C:19]([NH:22][C:23]([NH:25][C:26]3[CH:31]=[CH:30][C:29]([C:32]([F:35])([F:34])[F:33])=[CH:28][CH:27]=3)=[O:24])=[CH:18][CH:17]=2)[CH:12]=1)=[O:10])[C:4]([O:6]C)=[O:5].O.[OH-].[Li+].Cl. Product: [CH3:1][CH:2]([CH3:36])[CH:3]([NH:8][C:9]([C:11]1[O:15][N:14]=[C:13]([C:16]2[CH:17]=[CH:18][C:19]([NH:22][C:23]([NH:25][C:26]3[CH:27]=[CH:28][C:29]([C:32]([F:34])([F:33])[F:35])=[CH:30][CH:31]=3)=[O:24])=[CH:20][CH:21]=2)[CH:12]=1)=[O:10])[C:4]([OH:6])=[O:5]. The catalyst class is: 1. (2) Reactant: [C@:1]12([CH3:11])[C:8]([CH3:10])([CH3:9])[CH:5]([CH2:6][CH2:7]1)[CH2:4][C:2]2=[S:3].[CH2:12]([Mg]Br)[CH:13]=[CH2:14].Cl. Product: [CH3:11][C:1]12[C:8]([CH3:10])([CH3:9])[CH:5]([CH2:6][CH2:7]1)[CH2:4][C:2]2([CH2:14][CH:13]=[CH2:12])[SH:3]. The catalyst class is: 28. (3) Reactant: [CH2:1]([O:8][CH2:9][C:10]([C:12]1[N:13]=[CH:14][C:15]([NH2:18])=[N:16][CH:17]=1)=[CH2:11])[C:2]1[CH:7]=[CH:6][CH:5]=[CH:4][CH:3]=1. Product: [CH2:1]([O:8][CH2:9][CH:10]([C:12]1[N:13]=[CH:14][C:15]([NH2:18])=[N:16][CH:17]=1)[CH3:11])[C:2]1[CH:3]=[CH:4][CH:5]=[CH:6][CH:7]=1. The catalyst class is: 19. (4) Reactant: [CH2:1]([O:8][CH:9]1[C:14]2([CH2:21][O:22][CH2:23][C:24]3[CH:29]=[CH:28][CH:27]=[CH:26][CH:25]=3)[O:15][CH:16]([O:17][C:18](=O)C)[CH:10]1[N:11]([CH3:30])[O:12][CH2:13]2)[C:2]1[CH:7]=[CH:6][CH:5]=[CH:4][CH:3]=1.N1C=CC(=O)NC1=O.CC(O[Si](C)(C)C)=N[Si](C)(C)C.C[Si]([O:55][S:56]([C:59](F)(F)F)(=[O:58])=[O:57])(C)C. Product: [CH2:1]([O:8][CH:9]1[C:14]([CH2:21][O:22][CH2:23][C:24]2[CH:29]=[CH:28][CH:27]=[CH:26][CH:25]=2)([CH2:13][O:12][N:11]=[CH2:30])[O:15][CH:16]([O:17][CH3:18])[CH:10]1[O:58][S:56]([CH3:59])(=[O:57])=[O:55])[C:2]1[CH:3]=[CH:4][CH:5]=[CH:6][CH:7]=1. The catalyst class is: 115. (5) Reactant: [O:1]=[C:2]1[CH:9]2[CH2:10][C:5]3([NH:12][C:13](=[O:19])[O:14][C:15]([CH3:18])([CH3:17])[CH3:16])[CH2:6][CH:7]([CH2:11][CH:3]1[CH2:4]3)[CH2:8]2.[Li][CH3:21]. Product: [C:15]([O:14][C:13](=[O:19])[NH:12][C:5]12[CH2:4][CH:3]3[CH2:11][CH:7]([CH2:8][CH:9]([C:2]3([OH:1])[CH3:21])[CH2:10]1)[CH2:6]2)([CH3:16])([CH3:18])[CH3:17]. The catalyst class is: 1.